This data is from TCR-epitope binding with 47,182 pairs between 192 epitopes and 23,139 TCRs. The task is: Binary Classification. Given a T-cell receptor sequence (or CDR3 region) and an epitope sequence, predict whether binding occurs between them. (1) The epitope is YLNTLTLAV. The TCR CDR3 sequence is CASSQDWGRIETQYF. Result: 1 (the TCR binds to the epitope). (2) The epitope is KAFSPEVIPMF. The TCR CDR3 sequence is CASELSGNTIYF. Result: 1 (the TCR binds to the epitope). (3) The epitope is ARMILMTHF. The TCR CDR3 sequence is CASSDRGSETQYF. Result: 0 (the TCR does not bind to the epitope).